From a dataset of Forward reaction prediction with 1.9M reactions from USPTO patents (1976-2016). Predict the product of the given reaction. (1) Given the reactants Cl[C:2]([O:4][CH2:5][CH3:6])=[O:3].[CH2:7]([N:14]1[CH2:19][CH2:18][C:17]([CH2:21][NH2:22])([OH:20])[CH2:16][CH2:15]1)[C:8]1[CH:13]=[CH:12][CH:11]=[CH:10][CH:9]=1.C(N(CC)CC)C, predict the reaction product. The product is: [CH2:7]([N:14]1[CH2:15][CH2:16][C:17]([CH2:21][NH:22][C:2](=[O:3])[O:4][CH2:5][CH3:6])([OH:20])[CH2:18][CH2:19]1)[C:8]1[CH:9]=[CH:10][CH:11]=[CH:12][CH:13]=1. (2) Given the reactants [C:1]1([CH2:7][CH2:8][OH:9])[CH:6]=[CH:5][CH:4]=[CH:3][CH:2]=1.[PH2](O)=O.[OH2:13], predict the reaction product. The product is: [C:7]([O:9][CH2:8][CH2:7][C:1]1[CH:6]=[CH:5][CH:4]=[CH:3][CH:2]=1)(=[O:13])[C:1]1[CH:6]=[CH:5][CH:4]=[CH:3][CH:2]=1. (3) Given the reactants [CH3:1][N:2]1[C:6]2[CH:7]=[N:8][CH:9]=[CH:10][C:5]=2[NH:4][C:3]1=[O:11].[N+:12]([O-])([OH:14])=[O:13], predict the reaction product. The product is: [CH3:1][N:2]1[C:6]2[C:7]([N+:12]([O-:14])=[O:13])=[N:8][CH:9]=[CH:10][C:5]=2[NH:4][C:3]1=[O:11]. (4) Given the reactants FC(F)(F)C(O)=O.C(OC([N:15]([CH2:32][CH:33]([NH:40]S(C(C)(C)C)=O)[C:34]1[CH:39]=[CH:38][N:37]=[CH:36][CH:35]=1)[CH:16]1[CH2:21][CH2:20][N:19]([C:22]([O:24][CH2:25][C:26]2[CH:31]=[CH:30][CH:29]=[CH:28][CH:27]=2)=[O:23])[CH2:18][CH2:17]1)=O)(C)(C)C.Cl.O1CCOCC1, predict the reaction product. The product is: [NH2:40][CH:33]([C:34]1[CH:39]=[CH:38][N:37]=[CH:36][CH:35]=1)[CH2:32][NH:15][CH:16]1[CH2:21][CH2:20][N:19]([C:22]([O:24][CH2:25][C:26]2[CH:31]=[CH:30][CH:29]=[CH:28][CH:27]=2)=[O:23])[CH2:18][CH2:17]1. (5) Given the reactants [Br:1][C:2]1[CH:3]=[C:4]([Cl:10])[C:5]([CH:8]=[O:9])=[N:6][CH:7]=1.[CH2:11](Br)[CH:12]=[CH2:13].[NH4+].[Cl-], predict the reaction product. The product is: [Br:1][C:2]1[CH:3]=[C:4]([Cl:10])[C:5]([CH:8]([OH:9])[CH2:13][CH:12]=[CH2:11])=[N:6][CH:7]=1. (6) Given the reactants [NH2:1][CH2:2][CH2:3][NH:4][C:5]([C:7]1[CH:11]=[C:10]([C:12]2[CH:17]=[C:16]([O:18][C:19]3[CH:24]=[C:23]([C:25]([NH:27][C:28]4[CH:33]=[C:32]([CH3:34])[CH:31]=[CH:30][C:29]=4[F:35])=[O:26])[CH:22]=[CH:21][C:20]=3[F:36])[CH:15]=[CH:14][N:13]=2)[NH:9][CH:8]=1)=[O:6].C(N(CC)C(C)C)(C)C.Br[CH2:47][C:48]([O:50][CH3:51])=[O:49].O, predict the reaction product. The product is: [F:36][C:20]1[CH:21]=[CH:22][C:23]([C:25]([NH:27][C:28]2[CH:33]=[C:32]([CH3:34])[CH:31]=[CH:30][C:29]=2[F:35])=[O:26])=[CH:24][C:19]=1[O:18][C:16]1[CH:15]=[CH:14][N:13]=[C:12]([C:10]2[NH:9][CH:8]=[C:7]([C:5]([NH:4][CH2:3][CH2:2][NH:1][CH2:47][C:48]([O:50][CH3:51])=[O:49])=[O:6])[CH:11]=2)[CH:17]=1. (7) Given the reactants [CH:1]([N:4]1[C:8]2[N:9]=[C:10](OS(C(F)(F)F)(=O)=O)[CH:11]=[C:12]([C:13]([O:15][CH2:16][CH3:17])=[O:14])[C:7]=2[CH:6]=[N:5]1)([CH3:3])[CH3:2].[OH:26][CH2:27][C:28]1[CH:29]=[C:30](B(O)O)[CH:31]=[CH:32][CH:33]=1.C([O-])([O-])=O.[Na+].[Na+], predict the reaction product. The product is: [OH:26][CH2:27][C:28]1[CH:33]=[C:32]([C:10]2[CH:11]=[C:12]([C:13]([O:15][CH2:16][CH3:17])=[O:14])[C:7]3[CH:6]=[N:5][N:4]([CH:1]([CH3:3])[CH3:2])[C:8]=3[N:9]=2)[CH:31]=[CH:30][CH:29]=1. (8) Given the reactants N1C[CH:3]([CH2:5][N:6]2[CH:10]=[C:9]([C:11]3[C:19]4[C:14](=[CH:15][C:16]([F:20])=[CH:17][CH:18]=4)[NH:13][CH:12]=3)[CH:8]=[N:7]2)C1.S(=O)(=O)(O)O.[OH2:26].[CH3:27][OH:28], predict the reaction product. The product is: [F:20][C:16]1[CH:15]=[C:14]2[C:19]([C:11]([C:9]3[CH:8]=[N:7][N:6]([CH2:5][C:3]([O:28][CH3:27])=[O:26])[CH:10]=3)=[CH:12][NH:13]2)=[CH:18][CH:17]=1. (9) Given the reactants Cl.O1CCOCC1.C(OC([N:15]1[CH2:19][C@H:18]([CH2:20][N:21]([CH2:31][CH:32]([CH3:34])[CH3:33])[S:22]([C:25]2[CH:30]=[CH:29][CH:28]=[CH:27][CH:26]=2)(=[O:24])=[O:23])[C@H:17]([CH2:35][N:36]([CH:53]([CH3:55])[CH3:54])[C:37](=[O:52])[C:38]2[CH:43]=[CH:42][C:41]([O:44][CH3:45])=[C:40]([O:46][CH2:47][CH2:48][CH2:49][O:50][CH3:51])[CH:39]=2)[CH2:16]1)=O)(C)(C)C, predict the reaction product. The product is: [CH:53]([N:36]([CH2:35][C@H:17]1[C@H:18]([CH2:20][N:21]([CH2:31][CH:32]([CH3:34])[CH3:33])[S:22]([C:25]2[CH:30]=[CH:29][CH:28]=[CH:27][CH:26]=2)(=[O:24])=[O:23])[CH2:19][NH:15][CH2:16]1)[C:37](=[O:52])[C:38]1[CH:43]=[CH:42][C:41]([O:44][CH3:45])=[C:40]([O:46][CH2:47][CH2:48][CH2:49][O:50][CH3:51])[CH:39]=1)([CH3:55])[CH3:54]. (10) Given the reactants [C:1]([C:3]1[C:4]([O:13][CH2:14][CH2:15][OH:16])=[N:5][NH:6][C:7]=1[N:8]=[CH:9][N:10](C)C)#[N:2].[CH2:17]([C:19]1[CH:20]=[C:21]([CH:23]=[CH:24][C:25]=1[O:26][CH2:27][C:28]1[CH:33]=[CH:32][CH:31]=[CH:30][N:29]=1)N)[CH3:18], predict the reaction product. The product is: [CH2:17]([C:19]1[CH:20]=[C:21]([NH:2][C:1]2[N:10]=[CH:9][N:8]=[C:7]3[NH:6][N:5]=[C:4]([O:13][CH2:14][CH2:15][OH:16])[C:3]=23)[CH:23]=[CH:24][C:25]=1[O:26][CH2:27][C:28]1[CH:33]=[CH:32][CH:31]=[CH:30][N:29]=1)[CH3:18].